From a dataset of Full USPTO retrosynthesis dataset with 1.9M reactions from patents (1976-2016). Predict the reactants needed to synthesize the given product. (1) Given the product [CH3:1][O:2][C:3](=[O:19])[C:4]1[CH:9]=[C:8]([S:10]([N:20]2[CH2:24][CH2:23][CH2:22][CH2:21]2)(=[O:12])=[O:11])[C:7]([O:14][CH3:15])=[CH:6][C:5]=1[O:16][CH2:17][CH3:18], predict the reactants needed to synthesize it. The reactants are: [CH3:1][O:2][C:3](=[O:19])[C:4]1[CH:9]=[C:8]([S:10](Cl)(=[O:12])=[O:11])[C:7]([O:14][CH3:15])=[CH:6][C:5]=1[O:16][CH2:17][CH3:18].[NH:20]1[CH2:24][CH2:23][CH2:22][CH2:21]1. (2) Given the product [Cl:1][C:2]1[CH:3]=[C:4]([C:8]2[N:12]=[C:11]([CH:13]3[CH2:18][O:17][CH2:16][CH2:15][N:14]3[CH2:24][C:20]3[S:19][CH:23]=[CH:22][N:21]=3)[O:10][N:9]=2)[CH:5]=[CH:6][CH:7]=1, predict the reactants needed to synthesize it. The reactants are: [Cl:1][C:2]1[CH:3]=[C:4]([C:8]2[N:12]=[C:11]([CH:13]3[CH2:18][O:17][CH2:16][CH2:15][NH:14]3)[O:10][N:9]=2)[CH:5]=[CH:6][CH:7]=1.[S:19]1[CH:23]=[CH:22][N:21]=[C:20]1[CH:24]=O.C(O[BH-](OC(=O)C)OC(=O)C)(=O)C.[Na+]. (3) Given the product [CH3:17][C:2]([NH2:1])([CH2:5][C:6]1[N:10]=[CH:9][N:8]([C:11]2[CH:15]=[C:14]([CH3:16])[O:13][N:12]=2)[N:7]=1)[CH2:3][NH2:4], predict the reactants needed to synthesize it. The reactants are: [NH2:1][C:2]([CH3:17])([CH2:5][C:6]1[N:10]=[CH:9][N:8]([C:11]2[CH:15]=[C:14]([CH3:16])[O:13][N:12]=2)[N:7]=1)[C:3]#[N:4].[H-].[Al+3].[Li+].[H-].[H-].[H-].O.[OH-].[Na+]. (4) Given the product [CH3:24][C:2]1[N:3]=[C:4]([N:18]2[CH2:23][CH2:22][O:21][CH2:20][CH2:19]2)[C:5]2[N:11]=[C:10]([C:12]([O:14][CH3:15])=[O:13])[CH:9]=[C:8]([S:16][CH3:17])[C:6]=2[N:7]=1, predict the reactants needed to synthesize it. The reactants are: Cl[C:2]1[N:3]=[C:4]([N:18]2[CH2:23][CH2:22][O:21][CH2:20][CH2:19]2)[C:5]2[N:11]=[C:10]([C:12]([O:14][CH3:15])=[O:13])[CH:9]=[C:8]([S:16][CH3:17])[C:6]=2[N:7]=1.[CH3:24]B(O)O.C([O-])([O-])=O.[Cs+].[Cs+]. (5) The reactants are: [F:1][C:2]1[CH:7]=[CH:6][C:5]([N:8]2[C@H:11]([C:12]3[CH:17]=[CH:16][C:15]([OH:18])=[CH:14][CH:13]=3)[C@@H:10]([CH2:19][CH2:20][C:21](=[O:29])[C:22]3[CH:27]=[CH:26][C:25]([F:28])=[CH:24][CH:23]=3)[C:9]2=[O:30])=[CH:4][CH:3]=1.Br[CH2:32][C:33]([O:35][C:36]([CH3:39])([CH3:38])[CH3:37])=[O:34].C([O-])([O-])=O.[Cs+].[Cs+]. Given the product [F:1][C:2]1[CH:3]=[CH:4][C:5]([N:8]2[C@H:11]([C:12]3[CH:13]=[CH:14][C:15]([O:18][CH2:32][C:33]([O:35][C:36]([CH3:39])([CH3:38])[CH3:37])=[O:34])=[CH:16][CH:17]=3)[C@@H:10]([CH2:19][CH2:20][C:21](=[O:29])[C:22]3[CH:27]=[CH:26][C:25]([F:28])=[CH:24][CH:23]=3)[C:9]2=[O:30])=[CH:6][CH:7]=1, predict the reactants needed to synthesize it. (6) The reactants are: [Cl-].[Ca+2].[Cl-].[BH4-].[Na+].[C:6]([O:10][C:11]([NH:13][CH2:14][C@@H:15]([C:40](OC)=[O:41])[N:16]([C:21]([C:23]1[C:24]([NH:33][CH2:34][C:35]2[O:36][CH:37]=[CH:38][CH:39]=2)=[N:25][C:26]([C:29]([CH3:32])([CH3:31])[CH3:30])=[N:27][CH:28]=1)=[O:22])[CH2:17][CH:18]([CH3:20])[CH3:19])=[O:12])([CH3:9])([CH3:8])[CH3:7]. Given the product [C:29]([C:26]1[N:25]=[C:24]([NH:33][CH2:34][C:35]2[O:36][CH:37]=[CH:38][CH:39]=2)[C:23]([C:21]([N:16]([CH2:17][CH:18]([CH3:20])[CH3:19])[C@H:15]([CH2:40][OH:41])[CH2:14][NH:13][C:11](=[O:12])[O:10][C:6]([CH3:7])([CH3:8])[CH3:9])=[O:22])=[CH:28][N:27]=1)([CH3:30])([CH3:31])[CH3:32], predict the reactants needed to synthesize it. (7) Given the product [NH2:31][C:27]1[CH:26]=[C:25]([O:24][C:23]2[CH:22]=[CH:21][C:20]([NH:40][C:13]([CH:10]3[CH2:11][CH2:12][N:8]([C:5]4[CH:4]=[CH:3][C:2]([F:1])=[CH:7][CH:6]=4)[C:9]3=[O:16])=[O:15])=[CH:19][C:18]=2[F:17])[CH:30]=[CH:29][N:28]=1, predict the reactants needed to synthesize it. The reactants are: [F:1][C:2]1[CH:7]=[CH:6][C:5]([N:8]2[CH2:12][CH2:11][CH:10]([C:13]([OH:15])=O)[C:9]2=[O:16])=[CH:4][CH:3]=1.[F:17][C:18]1[CH:19]=[C:20]([NH:40]C(=O)CC(NC2C=CC(F)=CC=2)=O)[CH:21]=[CH:22][C:23]=1[O:24][C:25]1[CH:30]=[CH:29][N:28]=[C:27]([NH:31]CCN2CCOCC2)[CH:26]=1.CN(C(ON1N=NC2C=CC=NC1=2)=[N+](C)C)C.F[P-](F)(F)(F)(F)F.C(N(C(C)C)CC)(C)C.